From a dataset of Reaction yield outcomes from USPTO patents with 853,638 reactions. Predict the reaction yield, written as a fraction of the theoretical maximum amount of product (1.0 means a 100% yield; for example, 0.34 means a 34% yield). (1) The reactants are [Li]CCCC.[Si]([CH:10]=[N+:11]=[N-:12])(C)(C)C.[O:13]=[C:14]1[N:18]([C:19]([O:21][C:22]([CH3:25])([CH3:24])[CH3:23])=[O:20])[C@H:17]([C:26]([O:28][CH2:29][CH3:30])=[O:27])[CH2:16][CH2:15]1. The catalyst is C1COCC1. The product is [C:22]([O:21][C:19]([NH:18][C@@H:17]([CH2:16][CH2:15][C:14](=[O:13])[CH:10]=[N+:11]=[N-:12])[C:26]([O:28][CH2:29][CH3:30])=[O:27])=[O:20])([CH3:23])([CH3:25])[CH3:24]. The yield is 0.750. (2) The reactants are [Cl:1][C:2]1[C:10]([O:11][CH3:12])=[CH:9][C:5]([C:6]([OH:8])=O)=[CH:4][N:3]=1.S(Cl)(Cl)=O.C([N:19]([CH2:22][CH3:23])[CH2:20][CH3:21])C.C1N2CN3CN(C2)CN1C3.[CH3:34][C:35](OC)(C)C. No catalyst specified. The product is [N:19]1([C:6]([C:5]2[CH:4]=[N:3][C:2]([Cl:1])=[C:10]([O:11][CH3:12])[CH:9]=2)=[O:8])[CH2:20][CH2:21][CH2:35][CH2:34][CH2:23][CH2:22]1. The yield is 1.00. (3) The reactants are Br[C:2]1[CH:7]=[CH:6][C:5]([N+:8]([O-:10])=[O:9])=[CH:4][N:3]=1.[C:11]([O:15][C:16]([N:18]1[CH2:23][CH:22]=[C:21](OS(C(F)(F)F)(=O)=O)[CH2:20][CH2:19]1)=[O:17])([CH3:14])([CH3:13])[CH3:12].C([O-])([O-])=O.[Na+].[Na+]. The catalyst is C1(C)C=CC=CC=1.CCO.CCOC(C)=O.C1C=CC([P]([Pd]([P](C2C=CC=CC=2)(C2C=CC=CC=2)C2C=CC=CC=2)([P](C2C=CC=CC=2)(C2C=CC=CC=2)C2C=CC=CC=2)[P](C2C=CC=CC=2)(C2C=CC=CC=2)C2C=CC=CC=2)(C2C=CC=CC=2)C2C=CC=CC=2)=CC=1. The product is [C:11]([O:15][C:16]([N:18]1[CH2:19][CH:20]=[C:21]([C:2]2[CH:7]=[CH:6][C:5]([N+:8]([O-:10])=[O:9])=[CH:4][N:3]=2)[CH2:22][CH2:23]1)=[O:17])([CH3:14])([CH3:12])[CH3:13]. The yield is 0.750. (4) The reactants are [NH:1]1[CH2:6][CH2:5][CH:4]([CH2:7][CH2:8][OH:9])[CH2:3][CH2:2]1.[C:10](=O)([O:16]C(C)(C)C)[O:11][C:12]([CH3:15])([CH3:14])[CH3:13]. The catalyst is CO. The product is [C:12]([O:11][C:10]([N:1]1[CH2:6][CH2:5][CH:4]([CH2:7][CH2:8][OH:9])[CH2:3][CH2:2]1)=[O:16])([CH3:15])([CH3:14])[CH3:13]. The yield is 0.950. (5) The reactants are ClC1C=CC=C(C(OO)=O)C=1.CS[C:14]1[N:19]=[CH:18][C:17]([C:20]2[O:21][C:22]3[C:28]([C:29]([OH:31])=[O:30])=[CH:27][CH:26]=[CH:25][C:23]=3[N:24]=2)=[CH:16][N:15]=1.[CH3:32][NH:33][CH3:34].O. The catalyst is O1CCCC1. The product is [CH3:32][N:33]([CH3:34])[C:14]1[N:19]=[CH:18][C:17]([C:20]2[O:21][C:22]3[C:28]([C:29]([OH:31])=[O:30])=[CH:27][CH:26]=[CH:25][C:23]=3[N:24]=2)=[CH:16][N:15]=1. The yield is 0.830. (6) The reactants are CN.[C:3]1([C:18]2[CH:23]=[CH:22][CH:21]=[CH:20][CH:19]=2)[CH:8]=[CH:7][C:6]([C:9](=O)[CH2:10][N:11]2[CH2:16][CH2:15][O:14][CH2:13][CH2:12]2)=[CH:5][CH:4]=1.[C:24]([BH3-])#[N:25].[Na+].C(O)(=O)C. The catalyst is C1COCC1. The product is [C:3]1([C:18]2[CH:23]=[CH:22][CH:21]=[CH:20][CH:19]=2)[CH:8]=[CH:7][C:6]([CH:9]([NH:25][CH3:24])[CH2:10][N:11]2[CH2:16][CH2:15][O:14][CH2:13][CH2:12]2)=[CH:5][CH:4]=1. The yield is 0.530. (7) The yield is 0.580. The catalyst is O. The reactants are [Br:1][C:2]1[CH:3]=[C:4]2[C:8](=[CH:9][CH:10]=1)[NH:7][C:6](=O)[C:5]2=[O:12].[OH-].[K+].BrC[C:17](=O)[C:18]([OH:20])=[O:19].Cl. The product is [Br:1][C:2]1[CH:3]=[C:4]2[C:8](=[CH:9][CH:10]=1)[N:7]=[CH:6][C:5]([OH:12])=[C:17]2[C:18]([OH:20])=[O:19].